From a dataset of Peptide-MHC class I binding affinity with 185,985 pairs from IEDB/IMGT. Regression. Given a peptide amino acid sequence and an MHC pseudo amino acid sequence, predict their binding affinity value. This is MHC class I binding data. (1) The peptide sequence is REAVESCPL. The MHC is HLA-B44:02 with pseudo-sequence HLA-B44:02. The binding affinity (normalized) is 0.198. (2) The peptide sequence is KICEYIRSY. The MHC is HLA-B39:01 with pseudo-sequence HLA-B39:01. The binding affinity (normalized) is 0.0847.